This data is from Experimentally validated miRNA-target interactions with 360,000+ pairs, plus equal number of negative samples. The task is: Binary Classification. Given a miRNA mature sequence and a target amino acid sequence, predict their likelihood of interaction. (1) The miRNA is mmu-miR-3065-5p with sequence UCAACAAAAUCACUGAUGCUGG. The protein sequence of the target gene is MLGSERAVVEEWLSEFKALPDTQITSYAATLHRKKALVPALYKVIQDSNNELLEPVCHQLFELYRSSEVRLKRFTLQFLPELIWVYLRLTVSRDRQSNGCIEALLLGIYNLEIADKDGNNKVLSFTIPSLSKPSIYHEPSTIGSMALTEGALCQHDLIRVVYSDLHPQRETFTAQNRFEVLSFLMLCYNSAIVYMPASSYQSLCRMGSRVCVSGFPRQHEKQWKELCGRIVLDPEFMVQLLTGVYYAMYNGQWDLGQEVLDDIIYRAQLELFSQPLLVANAMKNSLPFDAPDSSQEGQKV.... Result: 1 (interaction). (2) The miRNA is hsa-miR-183-5p with sequence UAUGGCACUGGUAGAAUUCACU. The protein sequence of the target gene is METPPVNTIGEKDTSQPQQEWEKNLRENLDSVIQIRQQPRDPPTETLELEVSPDPASQILEHTQGAEKLVAELEGDSHKSHGSTSQMPEALQASDLWYCPDGSFVKKIVIRGHGLDKPKLGSCCRVLALGFPFGSGPPEGWTELTMGVGPWREETWGELIEKCLESMCQGEEAELQLPGHSGPPVRLTLASFTQGRDSWELETSEKEALAREERARGTELFRAGNPEGAARCYGRALRLLLTLPPPGPPERTVLHANLAACQLLLGQPQLAAQSCDRVLEREPGHLKALYRRGVAQAALG.... Result: 1 (interaction). (3) The miRNA is hsa-miR-9-3p with sequence AUAAAGCUAGAUAACCGAAAGU. The protein sequence of the target gene is MELLCCEVDPVRRAVPDRNLLEDRVLQNLLTIEERYLPQCSYFKCVQKDIQPYMRRMVATWMLEVCEEQKCEEEVFPLAMNYLDRFLAGVPTPKTHLQLLGAVCMFLASKLKETIPLTAEKLCIYTDNSVKPQELLEWELVVLGKLKWNLAAVTPHDFIEHILRKLPQQKEKLSLIRKHAQTFIALCATDFKFAMYPPSMIATGSVGAAICGLQQDEEVNALTCDALTELLTKITHTDVDCLKACQEQIEAVLLNSLQQFRQEQHNGSKSVEDPDQATTPTDVRDVDL. Result: 0 (no interaction). (4) The miRNA is hsa-miR-1229-5p with sequence GUGGGUAGGGUUUGGGGGAGAGCG. The protein sequence of the target gene is MAALTDFAFMYRWFKNCNLVKNLSEKYVFITGCDSGFGNLLAKQLVDRGMKVLAACLTEEGAQKLLQDTSHQLQTFLLDVTKSENVKEAAQWVRDQVGEQGLWALVNNAGVGLPSGPNEWLTIKDFVKVININLVGLIDVTLNMLPMIKKARGRVVNMSSSGGRVAIFGGGYCVSKFGVEAFSDSIRRELHFFGVKVSIIEPGNYKTSILGQEALESRMKKLWDRLPQETRDSYGEEYFQTYTKKLVNLMRSAEPRISDVTNSMEHAIVSRSPRIRYNPGLDVKFLYLTLAKLPTPVTDF.... Result: 0 (no interaction). (5) The miRNA is hsa-miR-5088-3p with sequence UCCCUUCUUCCUGGGCCCUCA. The protein sequence of the target gene is MDTPRVLLSAVFLISFLWDLPGFQQASISSSSSSAELGSTKGMRSRKEGKMQRAPRDSDAGREGQEPQPRPQDEPRAQQPRAQEPPGRGPRVVPHEYMLSIYRTYSIAEKLGINASFFQSSKSANTITSFVDRGLDDLSHTPLRRQKYLFDVSMLSDKEELVGAELRLFRQAPSAPWGPPAGPLHVQLFPCLSPLLLDARTLDPQGAPPAGWEVFDVWQGLRHQPWKQLCLELRAAWGELDAGEAEARARGPQQPPPPDLRSLGFGRRVRPPQERALLVVFTRSQRKNLFAEMREQLGSA.... Result: 1 (interaction).